From a dataset of NCI-60 drug combinations with 297,098 pairs across 59 cell lines. Regression. Given two drug SMILES strings and cell line genomic features, predict the synergy score measuring deviation from expected non-interaction effect. (1) Drug 1: CC12CCC(CC1=CCC3C2CCC4(C3CC=C4C5=CN=CC=C5)C)O. Drug 2: C1CN(P(=O)(OC1)NCCCl)CCCl. Cell line: MOLT-4. Synergy scores: CSS=5.37, Synergy_ZIP=3.85, Synergy_Bliss=-1.55, Synergy_Loewe=-3.76, Synergy_HSA=-2.65. (2) Drug 1: CN(C)C1=NC(=NC(=N1)N(C)C)N(C)C. Drug 2: C(CCl)NC(=O)N(CCCl)N=O. Cell line: U251. Synergy scores: CSS=2.41, Synergy_ZIP=0.00746, Synergy_Bliss=0.305, Synergy_Loewe=-4.54, Synergy_HSA=-2.17. (3) Drug 2: C1=CC=C(C(=C1)C(C2=CC=C(C=C2)Cl)C(Cl)Cl)Cl. Drug 1: COC1=NC(=NC2=C1N=CN2C3C(C(C(O3)CO)O)O)N. Synergy scores: CSS=27.7, Synergy_ZIP=-0.422, Synergy_Bliss=4.69, Synergy_Loewe=-9.77, Synergy_HSA=4.48. Cell line: KM12. (4) Drug 1: CC1=C2C(C(=O)C3(C(CC4C(C3C(C(C2(C)C)(CC1OC(=O)C(C(C5=CC=CC=C5)NC(=O)OC(C)(C)C)O)O)OC(=O)C6=CC=CC=C6)(CO4)OC(=O)C)OC)C)OC. Drug 2: CC1CCC2CC(C(=CC=CC=CC(CC(C(=O)C(C(C(=CC(C(=O)CC(OC(=O)C3CCCCN3C(=O)C(=O)C1(O2)O)C(C)CC4CCC(C(C4)OC)OCCO)C)C)O)OC)C)C)C)OC. Cell line: A549. Synergy scores: CSS=45.7, Synergy_ZIP=-1.08, Synergy_Bliss=-3.66, Synergy_Loewe=-0.278, Synergy_HSA=3.82. (5) Drug 1: CC=C1C(=O)NC(C(=O)OC2CC(=O)NC(C(=O)NC(CSSCCC=C2)C(=O)N1)C(C)C)C(C)C. Drug 2: C#CCC(CC1=CN=C2C(=N1)C(=NC(=N2)N)N)C3=CC=C(C=C3)C(=O)NC(CCC(=O)O)C(=O)O. Cell line: A498. Synergy scores: CSS=35.3, Synergy_ZIP=-2.66, Synergy_Bliss=-2.20, Synergy_Loewe=-5.99, Synergy_HSA=0.537. (6) Drug 1: CN(C(=O)NC(C=O)C(C(C(CO)O)O)O)N=O. Drug 2: CC(C)NC(=O)C1=CC=C(C=C1)CNNC.Cl. Cell line: NCI-H460. Synergy scores: CSS=0.0580, Synergy_ZIP=1.92, Synergy_Bliss=1.78, Synergy_Loewe=0.119, Synergy_HSA=-0.870. (7) Drug 1: C1CN1C2=NC(=NC(=N2)N3CC3)N4CC4. Drug 2: C1=C(C(=O)NC(=O)N1)F. Cell line: COLO 205. Synergy scores: CSS=55.5, Synergy_ZIP=-11.9, Synergy_Bliss=-10.1, Synergy_Loewe=0.307, Synergy_HSA=2.23. (8) Drug 1: CC1OCC2C(O1)C(C(C(O2)OC3C4COC(=O)C4C(C5=CC6=C(C=C35)OCO6)C7=CC(=C(C(=C7)OC)O)OC)O)O. Drug 2: CC1=C(C(CCC1)(C)C)C=CC(=CC=CC(=CC(=O)O)C)C. Cell line: HT29. Synergy scores: CSS=22.3, Synergy_ZIP=-10.4, Synergy_Bliss=-2.47, Synergy_Loewe=2.06, Synergy_HSA=2.08. (9) Drug 1: C1=CN(C=N1)CC(O)(P(=O)(O)O)P(=O)(O)O. Drug 2: CC1C(C(CC(O1)OC2CC(CC3=C2C(=C4C(=C3O)C(=O)C5=CC=CC=C5C4=O)O)(C(=O)C)O)N)O. Cell line: SK-OV-3. Synergy scores: CSS=29.7, Synergy_ZIP=2.10, Synergy_Bliss=0.565, Synergy_Loewe=-24.6, Synergy_HSA=-0.736.